The task is: Predict the reactants needed to synthesize the given product.. This data is from Full USPTO retrosynthesis dataset with 1.9M reactions from patents (1976-2016). (1) Given the product [CH3:2][N:3]([CH3:10])[CH2:4]/[CH:5]=[CH:6]/[C:7]([N:40]([C@@H:38]([CH3:39])[C:37]([NH:36][CH2:35][CH2:34][CH2:33][C:32]#[C:31][C:22]1[C:23]([NH:25][CH2:26][CH2:27][CH2:28][O:29][CH3:30])=[N:24][C:19]([NH:18][C:14]2[CH:15]=[CH:16][CH:17]=[C:12]([F:11])[CH:13]=2)=[N:20][CH:21]=1)=[O:42])[CH3:41])=[O:8], predict the reactants needed to synthesize it. The reactants are: Cl.[CH3:2][N:3]([CH3:10])[CH2:4]/[CH:5]=[CH:6]/[C:7](O)=[O:8].[F:11][C:12]1[CH:13]=[C:14]([NH:18][C:19]2[N:24]=[C:23]([NH:25][CH2:26][CH2:27][CH2:28][O:29][CH3:30])[C:22]([C:31]#[C:32][CH2:33][CH2:34][CH2:35][NH:36][C:37](=[O:42])[C@@H:38]([NH:40][CH3:41])[CH3:39])=[CH:21][N:20]=2)[CH:15]=[CH:16][CH:17]=1.C1(N)C(F)=C(F)C(F)=C(N)C=1F.Cl.Cl. (2) Given the product [Cl:26][C:27]1[S:31][C:30]([CH2:32][CH2:33][S:34]([NH:2][C@H:3]2[CH2:7][CH2:6][N:5]([C:8]3[CH:9]=[C:10]4[C:14](=[CH:15][CH:16]=3)[CH:13]([N:17]([CH3:24])[C:18](=[O:23])[C:19]([F:21])([F:22])[F:20])[CH2:12][CH2:11]4)[C:4]2=[O:25])(=[O:36])=[O:35])=[CH:29][CH:28]=1, predict the reactants needed to synthesize it. The reactants are: Cl.[NH2:2][C@H:3]1[CH2:7][CH2:6][N:5]([C:8]2[CH:9]=[C:10]3[C:14](=[CH:15][CH:16]=2)[CH:13]([N:17]([CH3:24])[C:18](=[O:23])[C:19]([F:22])([F:21])[F:20])[CH2:12][CH2:11]3)[C:4]1=[O:25].[Cl:26][C:27]1[S:31][C:30]([CH2:32][CH2:33][S:34](Cl)(=[O:36])=[O:35])=[CH:29][CH:28]=1. (3) Given the product [OH:1][C:2]1[CH:3]=[CH:4][C:5]2[C:9]([C:10]([C:12]3[CH:44]=[CH:43][C:15]([O:16][CH2:17][CH2:18][CH2:19][CH2:20][CH2:21][C:22]([CH2:33][CH2:34][CH2:35][C:36]([F:42])([F:41])[C:37]([F:38])([F:39])[F:40])([C:28]([OH:30])=[O:29])[C:23]([OH:25])=[O:24])=[CH:14][CH:13]=3)=[O:11])=[C:8]([C:45]3[CH:50]=[CH:49][C:48]([OH:51])=[CH:47][CH:46]=3)[S:7][C:6]=2[CH:52]=1, predict the reactants needed to synthesize it. The reactants are: [OH:1][C:2]1[CH:3]=[CH:4][C:5]2[C:9]([C:10]([C:12]3[CH:44]=[CH:43][C:15]([O:16][CH2:17][CH2:18][CH2:19][CH2:20][CH2:21][C:22]([CH2:33][CH2:34][CH2:35][C:36]([F:42])([F:41])[C:37]([F:40])([F:39])[F:38])([C:28]([O:30]CC)=[O:29])[C:23]([O:25]CC)=[O:24])=[CH:14][CH:13]=3)=[O:11])=[C:8]([C:45]3[CH:50]=[CH:49][C:48]([OH:51])=[CH:47][CH:46]=3)[S:7][C:6]=2[CH:52]=1.[OH-].[K+]. (4) Given the product [CH:17]([CH:8]1[C:7](=[O:20])[N:6]([CH2:5][CH2:4][C:3]([OH:21])=[O:2])[C:11]2[CH:12]=[C:13]([CH3:16])[CH:14]=[CH:15][C:10]=2[O:9]1)([CH3:19])[CH3:18], predict the reactants needed to synthesize it. The reactants are: C[O:2][C:3](=[O:21])[CH2:4][CH2:5][N:6]1[C:11]2[CH:12]=[C:13]([CH3:16])[CH:14]=[CH:15][C:10]=2[O:9][CH:8]([CH:17]([CH3:19])[CH3:18])[C:7]1=[O:20].[OH-].[Na+].